Dataset: Forward reaction prediction with 1.9M reactions from USPTO patents (1976-2016). Task: Predict the product of the given reaction. (1) Given the reactants [O:1]1[C:5]2[CH:6]=[CH:7][C:8]([C:10]3[CH:15]=[CH:14][C:13]([C:16]4[N:21]=[C:20]([O:22][CH2:23][CH2:24][CH2:25][CH2:26][C:27]([CH3:50])([CH3:49])[CH2:28][NH:29][C:30](=[O:48])[CH:31]([NH:40]C(OC(C)(C)C)=O)[CH2:32][C:33]5[CH:38]=[CH:37][C:36]([OH:39])=[CH:35][CH:34]=5)[CH:19]=[CH:18][CH:17]=4)=[CH:12][CH:11]=3)=[CH:9][C:4]=2[O:3][CH2:2]1.FC(F)(F)C(O)=O, predict the reaction product. The product is: [NH2:40][CH:31]([CH2:32][C:33]1[CH:38]=[CH:37][C:36]([OH:39])=[CH:35][CH:34]=1)[C:30]([NH:29][CH2:28][C:27]([CH3:50])([CH3:49])[CH2:26][CH2:25][CH2:24][CH2:23][O:22][C:20]1[CH:19]=[CH:18][CH:17]=[C:16]([C:13]2[CH:14]=[CH:15][C:10]([C:8]3[CH:7]=[CH:6][C:5]4[O:1][CH2:2][O:3][C:4]=4[CH:9]=3)=[CH:11][CH:12]=2)[N:21]=1)=[O:48]. (2) The product is: [CH3:8][O:9][C:10]1[CH:11]=[CH:12][C:13]([CH2:14][N:15]2[C:16]3[CH:21]=[C:20]([Br:22])[N:19]=[CH:18][C:17]=3[N:23]=[CH:1]2)=[CH:24][CH:25]=1. Given the reactants [C:1](OC(=O)C)(=O)C.[CH3:8][O:9][C:10]1[CH:25]=[CH:24][C:13]([CH2:14][NH:15][C:16]2[CH:21]=[C:20]([Br:22])[N:19]=[CH:18][C:17]=2[NH2:23])=[CH:12][CH:11]=1, predict the reaction product. (3) The product is: [Cl:14][C:15]1[CH:20]=[CH:19][CH:18]=[C:17]([Cl:21])[C:16]=1[NH:22][C:23]1[NH:1][C:2]2[CH:3]=[C:4]([OH:13])[C:5]([C:6]([O:8][CH3:9])=[O:7])=[CH:10][C:11]=2[N:12]=1. Given the reactants [NH2:1][C:2]1[C:11]([NH2:12])=[CH:10][C:5]([C:6]([O:8][CH3:9])=[O:7])=[C:4]([OH:13])[CH:3]=1.[Cl:14][C:15]1[CH:20]=[CH:19][CH:18]=[C:17]([Cl:21])[C:16]=1[N:22]=[C:23]=S, predict the reaction product. (4) The product is: [NH2:1][C:4]1[CH:12]=[CH:11][CH:10]=[C:9]2[C:5]=1[CH:6]=[CH:7][NH:8]2. Given the reactants [N+:1]([C:4]1[CH:12]=[CH:11][CH:10]=[C:9]2[C:5]=1[CH:6]=[CH:7][NH:8]2)([O-])=O.[H][H], predict the reaction product.